Dataset: Peptide-MHC class I binding affinity with 185,985 pairs from IEDB/IMGT. Task: Regression. Given a peptide amino acid sequence and an MHC pseudo amino acid sequence, predict their binding affinity value. This is MHC class I binding data. (1) The peptide sequence is KLPRWIFFA. The MHC is HLA-A02:06 with pseudo-sequence HLA-A02:06. The binding affinity (normalized) is 1.00. (2) The peptide sequence is ITAKDGMEYY. The MHC is Mamu-A01 with pseudo-sequence Mamu-A01. The binding affinity (normalized) is 0. (3) The peptide sequence is AVFIHNFKRK. The MHC is HLA-B54:01 with pseudo-sequence HLA-B54:01. The binding affinity (normalized) is 0. (4) The peptide sequence is RGPYRAFVTI. The MHC is HLA-A02:01 with pseudo-sequence HLA-A02:01. The binding affinity (normalized) is 0.331. (5) The peptide sequence is RLASYGLYY. The MHC is HLA-B35:01 with pseudo-sequence HLA-B35:01. The binding affinity (normalized) is 0.440. (6) The peptide sequence is LFNTIATLY. The MHC is HLA-A02:01 with pseudo-sequence HLA-A02:01. The binding affinity (normalized) is 0.355. (7) The peptide sequence is DTKCKNNYF. The MHC is HLA-A31:01 with pseudo-sequence HLA-A31:01. The binding affinity (normalized) is 0.0847. (8) The peptide sequence is RPQLWRYRW. The MHC is HLA-B08:01 with pseudo-sequence HLA-B08:01. The binding affinity (normalized) is 0.0847. (9) The peptide sequence is QYSGFVRTL. The MHC is HLA-B15:17 with pseudo-sequence HLA-B15:17. The binding affinity (normalized) is 0.433. (10) The peptide sequence is AVYTEGWER. The MHC is HLA-A03:01 with pseudo-sequence HLA-A03:01. The binding affinity (normalized) is 0.683.